Dataset: Forward reaction prediction with 1.9M reactions from USPTO patents (1976-2016). Task: Predict the product of the given reaction. (1) Given the reactants C(OC(=O)[N:7]([C:17]1[S:18][C@@H:19]2[C@H:21]([C@:22]([C:25]3[CH:30]=[CH:29][CH:28]=[C:27]([F:31])[C:26]=3[F:32])([CH3:24])[N:23]=1)[C:20]2([F:34])[F:33])CC1C=CC(OC)=CC=1)(C)(C)C.C(O)(C(F)(F)F)=O.C1(OC)C=CC=CC=1.S(=O)(=O)(O)O.C(=O)(O)[O-], predict the reaction product. The product is: [F:32][C:26]1[C:27]([F:31])=[CH:28][CH:29]=[CH:30][C:25]=1[C@:22]1([CH3:24])[C@H:21]2[C@H:19]([C:20]2([F:34])[F:33])[S:18][C:17]([NH2:7])=[N:23]1. (2) The product is: [Cl:19][C:20]1[CH:25]=[CH:24][CH:23]=[CH:22][C:21]=1[NH:26][C:27]([O:1][CH2:2][C:3]1[CH:4]=[C:5]([CH:16]=[CH:17][CH:18]=1)[CH2:6][CH:7]([C:8]([O:10][CH3:11])=[O:9])[C:12]([O:14][CH3:15])=[O:13])=[O:28]. Given the reactants [OH:1][CH2:2][C:3]1[CH:4]=[C:5]([CH:16]=[CH:17][CH:18]=1)[CH2:6][CH:7]([C:12]([O:14][CH3:15])=[O:13])[C:8]([O:10][CH3:11])=[O:9].[Cl:19][C:20]1[CH:25]=[CH:24][CH:23]=[CH:22][C:21]=1[N:26]=[C:27]=[O:28], predict the reaction product. (3) Given the reactants [CH3:1][O:2][C:3]1[CH:4]=[CH:5][C:6]2[C:14]3[C:10](=[C:11]([C:15]([O:17]C)=[O:16])[NH:12][N:13]=3)[CH2:9][CH:8]([CH3:19])[C:7]=2[CH:20]=1.CC(C)([O-])C.[Li+].[C:27]([NH:34][CH2:35][CH2:36][CH2:37]Br)([O:29][C:30]([CH3:33])([CH3:32])[CH3:31])=[O:28].O.[OH-].[Li+], predict the reaction product. The product is: [C:30]([O:29][C:27]([NH:34][CH2:35][CH2:36][CH2:37][N:12]1[C:11]([C:15]([OH:17])=[O:16])=[C:10]2[C:14]([C:6]3[CH:5]=[CH:4][C:3]([O:2][CH3:1])=[CH:20][C:7]=3[CH:8]([CH3:19])[CH2:9]2)=[N:13]1)=[O:28])([CH3:33])([CH3:32])[CH3:31]. (4) Given the reactants C(=O)([O-])[O-].[K+].[K+].Br[C:8]1[CH:13]=[CH:12][CH:11]=[C:10]([C:14]([C:16]2[CH:21]=[CH:20][CH:19]=[CH:18][CH:17]=2)=[CH2:15])[N:9]=1.B(O)O.B([O-])[O-].O1[CH2:33][CH2:32][O:31][CH2:30][CH2:29]1, predict the reaction product. The product is: [CH2:30]([O:31][C:32]1[C:33]([C:14]([CH3:16])([CH3:15])[CH3:10])=[CH:11][CH:12]=[CH:13][C:8]=1[C:8]1[CH:13]=[CH:12][CH:11]=[C:10]([C:14]([C:16]2[CH:21]=[CH:20][CH:19]=[CH:18][CH:17]=2)=[CH2:15])[N:9]=1)[C:29]1[CH:21]=[CH:20][CH:19]=[CH:18][CH:17]=1. (5) Given the reactants [F:1][C:2]1([F:22])[CH2:6][CH2:5][N:4]([C:7]2[CH:13]=[CH:12][C:11](B3OCC(C)(C)CO3)=[CH:10][C:8]=2[NH2:9])[CH2:3]1.CC1(C)COB(C2C=C(N)C(N(CC(C)C)CC(C)C)=CC=2)OC1.NC1C=C([C:63]2[C:64]([C:69]#[N:70])=[CH:65][CH:66]=[CH:67][CH:68]=2)C=CC=1N(CC(C)C)CC(C)C, predict the reaction product. The product is: [NH2:9][C:8]1[CH:10]=[C:11]([C:63]2[C:64]([C:69]#[N:70])=[CH:65][CH:66]=[CH:67][CH:68]=2)[CH:12]=[CH:13][C:7]=1[N:4]1[CH2:5][CH2:6][C:2]([F:1])([F:22])[CH2:3]1. (6) Given the reactants [N:1]1[CH:6]=[CH:5][C:4]([CH2:7][NH2:8])=[CH:3][CH:2]=1.[Cl:9][C:10]1[CH:15]=[CH:14][CH:13]=[CH:12][C:11]=1[CH2:16][N:17]1[C:22](=[O:23])[C:21]([C:24]([NH:26][CH2:27][C:28]([O:30]CC)=[O:29])=[O:25])=[C:20]([OH:33])[C:19]([C:34](OC)=[O:35])=[C:18]1[OH:38], predict the reaction product. The product is: [Cl:9][C:10]1[CH:15]=[CH:14][CH:13]=[CH:12][C:11]=1[CH2:16][N:17]1[C:18]([OH:38])=[C:19]([C:34]([NH:8][CH2:7][C:4]2[CH:5]=[CH:6][N:1]=[CH:2][CH:3]=2)=[O:35])[C:20]([OH:33])=[C:21]([C:24]([NH:26][CH2:27][C:28]([OH:30])=[O:29])=[O:25])[C:22]1=[O:23]. (7) Given the reactants [Cl:1][C:2]1[CH:3]=[C:4]([N:8]([CH2:10][C:11]2[CH:12]=[C:13]([C:16]([C:18]3[C:19]([NH:24][C@H:25]4[CH2:29][C@H:28]([O:30][Si](C(C)C)(C(C)C)C(C)C)[C@@H:27]([CH2:41][OH:42])[CH2:26]4)=[N:20][CH:21]=[N:22][CH:23]=3)=[O:17])[S:14][CH:15]=2)[CH3:9])[CH:5]=[CH:6][CH:7]=1.C(N(CC)CC)C.Cl[S:51]([NH2:54])(=[O:53])=[O:52].Cl, predict the reaction product. The product is: [S:51](=[O:53])(=[O:52])([O:42][CH2:41][C@H:27]1[CH2:26][C@@H:25]([NH:24][C:19]2[C:18]([C:16]([C:13]3[S:14][CH:15]=[C:11]([CH2:10][N:8]([C:4]4[CH:5]=[CH:6][CH:7]=[C:2]([Cl:1])[CH:3]=4)[CH3:9])[CH:12]=3)=[O:17])=[CH:23][N:22]=[CH:21][N:20]=2)[CH2:29][C@@H:28]1[OH:30])[NH2:54]. (8) Given the reactants [NH:1]1[C:9]2[C:4](=[CH:5][CH:6]=[CH:7][CH:8]=2)[C:3]([C:10]2[CH:15]=[CH:14][N:13]=[C:12]([NH:16][C@@H:17]3[CH2:22][CH2:21][CH2:20][C@H:19]([NH:23][C:24]([C:26]4[CH:31]=[CH:30][C:29]([NH:32]C(=O)OC(C)(C)C)=[CH:28][CH:27]=4)=[O:25])[CH2:18]3)[N:11]=2)=[CH:2]1.Cl.O1CCOCC1, predict the reaction product. The product is: [NH:1]1[C:9]2[C:4](=[CH:5][CH:6]=[CH:7][CH:8]=2)[C:3]([C:10]2[CH:15]=[CH:14][N:13]=[C:12]([NH:16][C@@H:17]3[CH2:22][CH2:21][CH2:20][C@H:19]([NH:23][C:24](=[O:25])[C:26]4[CH:27]=[CH:28][C:29]([NH2:32])=[CH:30][CH:31]=4)[CH2:18]3)[N:11]=2)=[CH:2]1. (9) Given the reactants C(=O)([O-])O.[Na+].Cl.[NH2:7][OH:8].[CH3:9][O:10][C:11]1[CH:12]=[CH:13][C:14]([C:25]([F:28])([F:27])[F:26])=[C:15]([C:17]2[CH:22]=[CH:21][N:20]=[C:19]([C:23]#[N:24])[CH:18]=2)[CH:16]=1, predict the reaction product. The product is: [CH3:9][O:10][C:11]1[CH:12]=[CH:13][C:14]([C:25]([F:28])([F:26])[F:27])=[C:15]([C:17]2[CH:22]=[CH:21][N:20]=[C:19]([C:23](=[N:7][OH:8])[NH2:24])[CH:18]=2)[CH:16]=1.